Regression. Given two drug SMILES strings and cell line genomic features, predict the synergy score measuring deviation from expected non-interaction effect. From a dataset of NCI-60 drug combinations with 297,098 pairs across 59 cell lines. Drug 2: CCC1(C2=C(COC1=O)C(=O)N3CC4=CC5=C(C=CC(=C5CN(C)C)O)N=C4C3=C2)O.Cl. Synergy scores: CSS=50.0, Synergy_ZIP=-3.02, Synergy_Bliss=-5.00, Synergy_Loewe=-15.9, Synergy_HSA=-3.58. Drug 1: CC1=C2C(C(=O)C3(C(CC4C(C3C(C(C2(C)C)(CC1OC(=O)C(C(C5=CC=CC=C5)NC(=O)OC(C)(C)C)O)O)OC(=O)C6=CC=CC=C6)(CO4)OC(=O)C)OC)C)OC. Cell line: K-562.